Predict hERG channel inhibition at various concentrations. From a dataset of hERG Central: cardiac toxicity at 1µM, 10µM, and general inhibition. (1) Results: hERG_inhib (hERG inhibition (general)): blocker. The molecule is COc1ccccc1Nc1nc(N)nc(CN2CCN(Cc3ccc4c(c3)OCO4)CC2)n1. (2) The compound is O=C(OCc1ccccc1)/C(=C/c1cccc([N+](=O)[O-])c1)NC(=O)c1ccco1. Results: hERG_inhib (hERG inhibition (general)): blocker.